This data is from Forward reaction prediction with 1.9M reactions from USPTO patents (1976-2016). The task is: Predict the product of the given reaction. (1) The product is: [Cl:29][C:27]1[CH:26]=[N:25][C:8]2=[N:9][C:10]([N:11]3[CH2:17][CH2:16][CH2:15][N:14]([C:18]([O:20][C:21]([CH3:24])([CH3:23])[CH3:22])=[O:19])[CH2:13][CH2:12]3)=[C:5]([NH:2][NH2:3])[N:6]=[C:7]2[CH:28]=1. Given the reactants O.[NH2:2][NH2:3].Cl[C:5]1[N:6]=[C:7]2[CH:28]=[C:27]([Cl:29])[CH:26]=[N:25][C:8]2=[N:9][C:10]=1[N:11]1[CH2:17][CH2:16][CH2:15][N:14]([C:18]([O:20][C:21]([CH3:24])([CH3:23])[CH3:22])=[O:19])[CH2:13][CH2:12]1.CCO, predict the reaction product. (2) Given the reactants [C:1]([O:4][C:5]1[CH:10]=[CH:9][C:8]([C:11]([C:30]2[CH:35]=[CH:34][C:33]([O:36][C:37](=[O:39])[CH3:38])=[CH:32][CH:31]=2)=[C:12]([C:15]2[CH:20]=[CH:19][C:18](/[CH:21]=[CH:22]/[C:23]([O:25]C(C)(C)C)=[O:24])=[CH:17][CH:16]=2)[CH2:13][CH3:14])=[CH:7][CH:6]=1)(=[O:3])[CH3:2].C(C(O)=O)(F)(F)F, predict the reaction product. The product is: [C:1]([O:4][C:5]1[CH:6]=[CH:7][C:8]([C:11]([C:30]2[CH:31]=[CH:32][C:33]([O:36][C:37](=[O:39])[CH3:38])=[CH:34][CH:35]=2)=[C:12]([C:15]2[CH:20]=[CH:19][C:18](/[CH:21]=[CH:22]/[C:23]([OH:25])=[O:24])=[CH:17][CH:16]=2)[CH2:13][CH3:14])=[CH:9][CH:10]=1)(=[O:3])[CH3:2].